Dataset: Reaction yield outcomes from USPTO patents with 853,638 reactions. Task: Predict the reaction yield, written as a fraction of the theoretical maximum amount of product (1.0 means a 100% yield; for example, 0.34 means a 34% yield). (1) The reactants are [Cl:1][C:2]1[CH:7]=[CH:6][CH:5]=[C:4]([O:8][CH3:9])[N:3]=1.C([Li])(C)(C)C.CN(C)[CH:17]=[O:18].C(=O)=O. The catalyst is O1CCCC1. The product is [Cl:1][C:2]1[N:3]=[C:4]([O:8][CH3:9])[C:5]([CH:17]=[O:18])=[CH:6][CH:7]=1. The yield is 0.920. (2) The reactants are [O:1]=[C:2]1[C:6]2([CH2:11][CH2:10][N:9]([CH2:12][CH2:13][CH2:14][C:15](=[O:22])[C:16]3[CH:21]=[CH:20][CH:19]=[CH:18][CH:17]=3)[CH2:8][CH2:7]2)[N:5]([C:23]2[CH:28]=[CH:27][CH:26]=[CH:25][CH:24]=2)[CH2:4][N:3]1[CH2:29][C:30]1[CH:42]=[CH:41][CH:40]=[CH:39][C:31]=1[C:32]([O:34]C(C)(C)C)=[O:33]. The catalyst is Cl.O1CCOCC1. The product is [O:1]=[C:2]1[C:6]2([CH2:7][CH2:8][N:9]([CH2:12][CH2:13][CH2:14][C:15](=[O:22])[C:16]3[CH:21]=[CH:20][CH:19]=[CH:18][CH:17]=3)[CH2:10][CH2:11]2)[N:5]([C:23]2[CH:24]=[CH:25][CH:26]=[CH:27][CH:28]=2)[CH2:4][N:3]1[CH2:29][C:30]1[CH:42]=[CH:41][CH:40]=[CH:39][C:31]=1[C:32]([OH:34])=[O:33]. The yield is 0.300. (3) The reactants are Cl[C:2]1[CH:9]=[CH:8][C:5]([C:6]#[N:7])=[C:4](OC2C=CC=C(C=O)C=2OCCO)[CH:3]=1.CN.C([BH3-])#N.[Na+].[C:29]([OH:36])(=[O:35])/[CH:30]=[CH:31]/[C:32]([OH:34])=[O:33]. The catalyst is C(O)(=O)C.CO. The product is [C:29]([OH:36])(=[O:35])/[CH:30]=[CH:31]/[C:32]([OH:34])=[O:33].[C:6](#[N:7])[C:5]1[CH:8]=[CH:9][CH:2]=[CH:3][CH:4]=1. The yield is 0.610. (4) The reactants are C(OP([O-])(OCC)=O)C.[C:10]([IH+:14]([C:21]([CH3:24])([CH3:23])[CH3:22])[C:15]1[CH:20]=[CH:19][CH:18]=[CH:17][CH:16]=1)([CH3:13])([CH3:12])[CH3:11].[F:25][C:26]1[C:31]([F:32])=[C:30]([F:33])[C:29]([F:34])=[C:28]([F:35])[C:27]=1[S:36]([OH:39])(=[O:38])=[O:37].N. The catalyst is C(Cl)Cl. The product is [F:35][C:28]1[C:29]([F:34])=[C:30]([F:33])[C:31]([F:32])=[C:26]([F:25])[C:27]=1[S:36]([O-:39])(=[O:38])=[O:37].[C:21]([IH+:14]([C:10]([CH3:13])([CH3:12])[CH3:11])[C:15]1[CH:20]=[CH:19][CH:18]=[CH:17][CH:16]=1)([CH3:24])([CH3:23])[CH3:22]. The yield is 0.680. (5) The reactants are [C:1]1([C:7]2[CH:8]=[N:9][N:10]([CH2:12][CH2:13][CH2:14][C:15]([OH:17])=O)[CH:11]=2)[CH:6]=[CH:5][CH:4]=[CH:3][CH:2]=1.[CH2:18]([N:23]1[C:31]2[N:30]=[CH:29][NH:28][C:27]=2[C:26](=[O:32])[NH:25]/[C:24]/1=[N:33]\[NH2:34])[CH2:19][CH2:20][CH2:21][CH3:22].F[P-](F)(F)(F)(F)F.N1(O[P+](N(C)C)(N(C)C)N(C)C)C2C=CC=CC=2N=N1.C(N(CC)CC)C. The catalyst is CN(C=O)C.CCOC(C)=O. The product is [O:32]=[C:26]1[NH:25]/[C:24](=[N:33]\[NH:34][C:15](=[O:17])[CH2:14][CH2:13][CH2:12][N:10]2[CH:11]=[C:7]([C:1]3[CH:2]=[CH:3][CH:4]=[CH:5][CH:6]=3)[CH:8]=[N:9]2)/[N:23]([CH2:18][CH2:19][CH2:20][CH2:21][CH3:22])[C:31]2[N:30]=[CH:29][NH:28][C:27]1=2. The yield is 0.997. (6) The reactants are [CH3:1][C:2]([C:22]([O:24][CH3:25])=[O:23])([CH3:21])[NH:3][C:4]([C:6]1[CH:11]=[CH:10][C:9]([C:12]2[CH:17]=[CH:16][C:15]([N+:18]([O-])=O)=[CH:14][CH:13]=2)=[CH:8][CH:7]=1)=[O:5].Cl. The catalyst is C(O)C.[Fe]. The product is [NH2:18][C:15]1[CH:14]=[CH:13][C:12]([C:9]2[CH:10]=[CH:11][C:6]([C:4]([NH:3][C:2]([CH3:21])([C:22]([O:24][CH3:25])=[O:23])[CH3:1])=[O:5])=[CH:7][CH:8]=2)=[CH:17][CH:16]=1. The yield is 0.990. (7) The reactants are [C:1]([C:4]1[C:9]([O:10][CH3:11])=[CH:8][C:7]([O:12][CH3:13])=[CH:6][C:5]=1[NH:14][C:15]([C:17]1[S:18][CH:19]=[C:20]([CH:22]([CH3:24])[CH3:23])[N:21]=1)=O)(=[O:3])[CH3:2].C(C1N=C(C2C=C(O)C3C(=CC(OC)=CC=3)N=2)SC=1)(C)C. No catalyst specified. The product is [CH:22]([C:20]1[N:21]=[C:17]([C:15]2[CH:2]=[C:1]([OH:3])[C:4]3[C:5](=[CH:6][C:7]([O:12][CH3:13])=[CH:8][C:9]=3[O:10][CH3:11])[N:14]=2)[S:18][CH:19]=1)([CH3:24])[CH3:23]. The yield is 0.600. (8) The reactants are [Br:1][C:2]1[CH:3]=[C:4]([C:8]([CH3:12])([CH3:11])[CH2:9][NH2:10])[CH:5]=[CH:6][CH:7]=1.[F:13][C:14]([F:30])([F:29])[C:15]1[O:19][N:18]=[C:17]([C:20]2[CH:21]=[C:22]([CH:26]=[CH:27][CH:28]=2)[C:23](O)=[O:24])[N:16]=1. No catalyst specified. The product is [Br:1][C:2]1[CH:3]=[C:4]([C:8]([CH3:12])([CH3:11])[CH2:9][NH:10][C:23](=[O:24])[C:22]2[CH:26]=[CH:27][CH:28]=[C:20]([C:17]3[N:16]=[C:15]([C:14]([F:30])([F:29])[F:13])[O:19][N:18]=3)[CH:21]=2)[CH:5]=[CH:6][CH:7]=1. The yield is 0.830. (9) The reactants are C([O-])([O-])=O.[K+].[K+].[CH:7]1([CH2:10][C:11]([OH:13])=[O:12])[CH2:9][CH2:8]1.[CH:14]1[CH:19]=[CH:18][C:17]([CH2:20]Br)=[CH:16][CH:15]=1. The catalyst is CN(C=O)C. The product is [CH:7]1([CH2:10][C:11]([O:13][CH2:20][C:17]2[CH:18]=[CH:19][CH:14]=[CH:15][CH:16]=2)=[O:12])[CH2:9][CH2:8]1. The yield is 0.860. (10) The reactants are Br[CH:2]([C:5]1[CH:10]=[CH:9][CH:8]=[CH:7][CH:6]=1)[C:3]#[N:4].[C:11]([NH:14][C:15]([NH2:17])=[S:16])(=[O:13])[CH3:12]. The catalyst is C(O)C. The product is [C:11]([NH:14][C:15]1[S:16][C:2]([C:5]2[CH:10]=[CH:9][CH:8]=[CH:7][CH:6]=2)=[C:3]([NH2:4])[N:17]=1)(=[O:13])[CH3:12]. The yield is 0.230.